From a dataset of Forward reaction prediction with 1.9M reactions from USPTO patents (1976-2016). Predict the product of the given reaction. (1) Given the reactants [N+:1]([C:4]1[CH:5]=[C:6]([CH:8]=[CH:9][CH:10]=1)[NH2:7])([O-:3])=[O:2].[CH3:11][N:12]1[C:16]([C:17](Cl)=[O:18])=[CH:15][C:14]([CH3:20])=[N:13]1.O, predict the reaction product. The product is: [CH3:11][N:12]1[C:16]([C:17]([NH:7][C:6]2[CH:8]=[CH:9][CH:10]=[C:4]([N+:1]([O-:3])=[O:2])[CH:5]=2)=[O:18])=[CH:15][C:14]([CH3:20])=[N:13]1. (2) Given the reactants [CH:1]1[C:6]([OH:7])=[CH:5][CH:4]=[C:3]([S:8]([C:11]2[CH:16]=[CH:15][C:14]([OH:17])=[CH:13][CH:12]=2)(=[O:10])=[O:9])[CH:2]=1.C(=O)([O-])[O-].[K+].[K+].CS(C)=O.Cl[CH2:29][C:30]([O:32][CH3:33])=[O:31], predict the reaction product. The product is: [OH:17][C:14]1[CH:15]=[CH:16][C:11]([S:8]([C:3]2[CH:2]=[CH:1][C:6]([O:7][CH2:29][C:30]([O:32][CH3:33])=[O:31])=[CH:5][CH:4]=2)(=[O:10])=[O:9])=[CH:12][CH:13]=1. (3) Given the reactants [S:1]1[C:5]([CH2:6][O:7][C:8]([NH:10][C@H:11]([CH2:33][C:34]2[CH:39]=[CH:38][CH:37]=[CH:36][CH:35]=2)[CH2:12][NH:13][CH2:14][C@H:15]([NH:23][C:24]([O:26][CH2:27][C:28]2[S:32][CH:31]=[N:30][CH:29]=2)=[O:25])[CH2:16][C:17]2[CH:22]=[CH:21][CH:20]=[CH:19][CH:18]=2)=[O:9])=[CH:4][N:3]=[CH:2]1.[CH3:40][CH:41]([CH3:45])[CH2:42][CH:43]=O.C(O)(=O)C.C(O[BH-](OC(=O)C)OC(=O)C)(=O)C.[Na+], predict the reaction product. The product is: [CH3:40][CH:41]([CH3:45])[CH2:42][CH2:43][N:13]([CH2:14][C@H:15]([NH:23][C:24]([O:26][CH2:27][C:28]1[S:32][CH:31]=[N:30][CH:29]=1)=[O:25])[CH2:16][C:17]1[CH:18]=[CH:19][CH:20]=[CH:21][CH:22]=1)[CH2:12][C@H:11]([NH:10][C:8]([O:7][CH2:6][C:5]1[S:1][CH:2]=[N:3][CH:4]=1)=[O:9])[CH2:33][C:34]1[CH:39]=[CH:38][CH:37]=[CH:36][CH:35]=1. (4) Given the reactants [NH:1](C(OC(C)(C)C)=O)[C@H:2]([C:10]([OH:12])=[O:11])[CH2:3][C:4]1[CH:9]=[CH:8][CH:7]=[CH:6][CH:5]=1.Cl[CH2:21][CH2:22][CH2:23][CH:24]1[O:28][CH2:27][CH2:26][O:25]1.Cl, predict the reaction product. The product is: [NH2:1][C@@H:2]([CH2:3][C:4]1[CH:5]=[CH:6][CH:7]=[CH:8][CH:9]=1)[C:10]([O:12][CH2:21][CH2:22][CH2:23][CH:24]1[O:28][CH2:27][CH2:26][O:25]1)=[O:11]. (5) Given the reactants Br[C:2]1[CH:3]=[C:4]([C:8]2[CH:9]=[C:10]3[C:23]4([CH2:27][O:26][C:25]([N:28](C(OC(C)(C)C)=O)C(OC(C)(C)C)=O)=[N:24]4)[C:19]4([CH2:22][O:21][CH2:20]4)[C:15]4([CH2:18][CH2:17][CH2:16]4)[O:14][C:11]3=[CH:12][CH:13]=2)[CH:5]=[N:6][CH:7]=1.[C:43]([CH:45]1[CH2:47][CH2:46]1)#[CH:44], predict the reaction product. The product is: [CH:45]1([C:43]#[C:44][C:2]2[CH:3]=[C:4]([C:8]3[CH:9]=[C:10]4[C:23]5([CH2:27][O:26][C:25]([NH2:28])=[N:24]5)[C:19]5([CH2:20][O:21][CH2:22]5)[C:15]5([CH2:16][CH2:17][CH2:18]5)[O:14][C:11]4=[CH:12][CH:13]=3)[CH:5]=[N:6][CH:7]=2)[CH2:47][CH2:46]1.